From a dataset of Full USPTO retrosynthesis dataset with 1.9M reactions from patents (1976-2016). Predict the reactants needed to synthesize the given product. The reactants are: NCC(O)=O.[CH3:6][C:7]1[N:12]=[CH:11][C:10]([CH2:13][OH:14])=[C:9]([CH2:15][OH:16])[C:8]=1[OH:17].Cl.[NH4+].[Cl-].NC(N)=O. Given the product [CH3:6][C:7]1[C:8]([OH:17])=[C:9]([CH2:15][OH:16])[C:10]([CH2:13][OH:14])=[CH:11][N:12]=1, predict the reactants needed to synthesize it.